This data is from Reaction yield outcomes from USPTO patents with 853,638 reactions. The task is: Predict the reaction yield, written as a fraction of the theoretical maximum amount of product (1.0 means a 100% yield; for example, 0.34 means a 34% yield). (1) The reactants are C(=O)([O-])[O-].[K+].[K+].Cl[C:8]1[C:9]([C:17]#[N:18])=[N:10][C:11]([CH2:15][CH3:16])=[C:12]([CH3:14])[N:13]=1.ClC1C(C#N)=NC(C)=C(CC)N=1.[C:31]1([N:37]2[CH2:42][CH2:41][NH:40][CH2:39][CH2:38]2)[CH:36]=[CH:35][CH:34]=[CH:33][CH:32]=1. The catalyst is CN(C)C=O. The product is [CH2:15]([C:11]1[N:10]=[C:9]([C:17]#[N:18])[C:8]([N:40]2[CH2:41][CH2:42][N:37]([C:31]3[CH:36]=[CH:35][CH:34]=[CH:33][CH:32]=3)[CH2:38][CH2:39]2)=[N:13][C:12]=1[CH3:14])[CH3:16]. The yield is 0.218. (2) The reactants are [C:1]([O:5][C:6]([C:8]1[NH:9][C:10]([I:17])=[C:11]([CH3:16])[C:12]=1[CH2:13][CH2:14][OH:15])=[O:7])([CH3:4])([CH3:3])[CH3:2].I(C1C=CC=CC=1C(O)=O)(=O)=O. The catalyst is CS(C)=O.C(OCC)(=O)C. The product is [C:1]([O:5][C:6]([C:8]1[NH:9][C:10]([I:17])=[C:11]([CH3:16])[C:12]=1[CH2:13][CH:14]=[O:15])=[O:7])([CH3:4])([CH3:3])[CH3:2]. The yield is 0.750.